This data is from Forward reaction prediction with 1.9M reactions from USPTO patents (1976-2016). The task is: Predict the product of the given reaction. (1) Given the reactants [CH2:1]([O:8][C:9](=[O:25])[NH:10][C@@H:11]1[C:14](=[O:15])[NH:13][C@@H:12]1[CH2:16][N:17]1[N:21]=[C:20]([CH:22](O)[CH3:23])[CH:19]=[N:18]1)[C:2]1[CH:7]=[CH:6][CH:5]=[CH:4][CH:3]=1.[C:26]([O:30][C:31](=[O:47])[NH:32]/[C:33](=[N:39]\[C:40]([O:42][C:43]([CH3:46])([CH3:45])[CH3:44])=[O:41])/[N:34]1[CH:38]=[CH:37][CH:36]=[N:35]1)([CH3:29])([CH3:28])[CH3:27].C1(P(C2C=CC=CC=2)C2C=CC=CC=2)C=CC=CC=1.CC(OC(/N=N/C(OC(C)C)=O)=O)C, predict the reaction product. The product is: [C:43]([O:42][C:40](=[O:41])[N:39]([CH:22]([C:20]1[CH:19]=[N:18][N:17]([CH2:16][C@@H:12]2[C@H:11]([NH:10][C:9]([O:8][CH2:1][C:2]3[CH:7]=[CH:6][CH:5]=[CH:4][CH:3]=3)=[O:25])[C:14](=[O:15])[NH:13]2)[N:21]=1)[CH3:23])/[C:33](=[N:32]/[C:31]([O:30][C:26]([CH3:29])([CH3:28])[CH3:27])=[O:47])/[N:34]1[CH:38]=[CH:37][CH:36]=[N:35]1)([CH3:46])([CH3:45])[CH3:44]. (2) Given the reactants C(OC([N:8]1[CH2:13][CH2:12][CH:11]([NH:14][C:15]2[CH:20]=[CH:19][CH:18]=[CH:17][C:16]=2[Cl:21])[CH2:10][CH2:9]1)=O)(C)(C)C.[ClH:22], predict the reaction product. The product is: [ClH:21].[ClH:22].[Cl:21][C:16]1[CH:17]=[CH:18][CH:19]=[CH:20][C:15]=1[NH:14][CH:11]1[CH2:12][CH2:13][NH:8][CH2:9][CH2:10]1. (3) The product is: [C:1]([NH:5][C:6]1[C:15]2[C:10](=[C:11]([NH:16][C:25](=[O:26])[C:24]3[C:19]([Cl:18])=[CH:20][CH:21]=[C:22]([CH2:29][NH:30][C:31](=[O:36])[C:32]([CH3:33])([CH3:34])[CH3:35])[C:23]=3[F:28])[CH:12]=[CH:13][CH:14]=2)[N:9]=[C:8]([CH3:17])[N:7]=1)([CH3:4])([CH3:3])[CH3:2]. Given the reactants [C:1]([NH:5][C:6]1[C:15]2[C:10](=[C:11]([NH2:16])[CH:12]=[CH:13][CH:14]=2)[N:9]=[C:8]([CH3:17])[N:7]=1)([CH3:4])([CH3:3])[CH3:2].[Cl:18][C:19]1[C:24]([C:25](O)=[O:26])=[C:23]([F:28])[C:22]([CH2:29][NH:30][C:31](=[O:36])[C:32]([CH3:35])([CH3:34])[CH3:33])=[CH:21][CH:20]=1.C(Cl)(=O)C(Cl)=O.CCN(C(C)C)C(C)C, predict the reaction product. (4) Given the reactants C(N(CC)CC)C.[F:8][C:9]1[CH:17]=[C:16]([F:18])[CH:15]=[CH:14][C:10]=1[C:11](Cl)=[O:12].Cl.Cl.[NH2:21][C:22]1[CH:54]=[CH:53][C:25]([O:26][C:27]2[CH:28]=[CH:29][C:30]3[N:34]=[C:33]([CH2:35][O:36][C:37]4[CH:50]=[CH:49][C:40]([CH2:41][CH:42]5[S:46][C:45](=[O:47])[NH:44][C:43]5=[O:48])=[CH:39][CH:38]=4)[N:32]([CH3:51])[C:31]=3[CH:52]=2)=[CH:24][CH:23]=1, predict the reaction product. The product is: [F:8][C:9]1[CH:17]=[C:16]([F:18])[CH:15]=[CH:14][C:10]=1[C:11]([NH:21][C:22]1[CH:23]=[CH:24][C:25]([O:26][C:27]2[CH:28]=[CH:29][C:30]3[N:34]=[C:33]([CH2:35][O:36][C:37]4[CH:38]=[CH:39][C:40]([CH2:41][CH:42]5[S:46][C:45](=[O:47])[NH:44][C:43]5=[O:48])=[CH:49][CH:50]=4)[N:32]([CH3:51])[C:31]=3[CH:52]=2)=[CH:53][CH:54]=1)=[O:12]. (5) Given the reactants [NH2:1][NH:2][C:3]([C:5]1[C:10]([CH3:11])=[CH:9][CH:8]=[CH:7][N:6]=1)=[NH:4].[C:12]([C:16]1[CH:17]=[CH:18][C:19]([OH:24])=[C:20]([CH:23]=1)[CH:21]=O)([CH3:15])([CH3:14])[CH3:13], predict the reaction product. The product is: [C:12]([C:16]1[CH:17]=[CH:18][C:19]([OH:24])=[C:20]([C:21]2[NH:1][N:2]=[C:3]([C:5]3[C:10]([CH3:11])=[CH:9][CH:8]=[CH:7][N:6]=3)[N:4]=2)[CH:23]=1)([CH3:15])([CH3:14])[CH3:13].